Dataset: Forward reaction prediction with 1.9M reactions from USPTO patents (1976-2016). Task: Predict the product of the given reaction. (1) Given the reactants C([NH:8][CH:9]([CH2:13][C:14]1[CH:19]=[CH:18][C:17]([C:20]#[N:21])=[CH:16][CH:15]=1)[C:10]([OH:12])=O)(OC(C)(C)C)=O.[NH:22]1[CH2:26][CH2:25][CH2:24][CH2:23]1.F[P-](F)(F)(F)(F)F.N1(O[P+](N(C)C)(N(C)C)N(C)C)C2C=CC=CC=2N=N1.[C:54]([OH:60])([C:56]([F:59])([F:58])[F:57])=[O:55], predict the reaction product. The product is: [F:57][C:56]([F:59])([F:58])[C:54]([OH:60])=[O:55].[NH2:8][CH:9]([CH2:13][C:14]1[CH:15]=[CH:16][C:17]([C:20]#[N:21])=[CH:18][CH:19]=1)[C:10]([N:22]1[CH2:26][CH2:25][CH2:24][CH2:23]1)=[O:12]. (2) Given the reactants [Br:1][C:2]1[CH:3]=[CH:4][C:5]2[CH:9]=[C:8](C(O)=O)[S:7][C:6]=2[CH:13]=1.Cl, predict the reaction product. The product is: [Br:1][C:2]1[CH:3]=[CH:4][C:5]2[CH:9]=[CH:8][S:7][C:6]=2[CH:13]=1. (3) Given the reactants Cl[CH2:2][CH2:3][N:4]1[CH:8]=[C:7]([B:9]2[O:13][C:12]([CH3:15])([CH3:14])[C:11]([CH3:17])([CH3:16])[O:10]2)[CH:6]=[N:5]1.[I-].[Na+].[CH3:20][NH:21][CH3:22].C1COCC1, predict the reaction product. The product is: [CH3:20][N:21]([CH3:22])[CH2:2][CH2:3][N:4]1[CH:8]=[C:7]([B:9]2[O:13][C:12]([CH3:15])([CH3:14])[C:11]([CH3:17])([CH3:16])[O:10]2)[CH:6]=[N:5]1. (4) Given the reactants [NH:1]1[C:9]2[C:4](=[C:5]([C:10]3[N:14]=[C:13]([C:15]4[CH:16]=[CH:17][C:18]([O:23][CH:24]([CH3:26])[CH3:25])=[C:19]([CH:22]=4)[C:20]#[N:21])[O:12][N:11]=3)[CH:6]=[CH:7][CH:8]=2)[CH:3]=[CH:2]1.Br[CH2:28][CH2:29][CH2:30][C:31]([O:33][CH2:34][CH3:35])=[O:32].C(=O)([O-])[O-].[Cs+].[Cs+], predict the reaction product. The product is: [C:20]([C:19]1[CH:22]=[C:15]([C:13]2[O:12][N:11]=[C:10]([C:5]3[CH:6]=[CH:7][CH:8]=[C:9]4[C:4]=3[CH:3]=[CH:2][N:1]4[CH2:28][CH2:29][CH2:30][C:31]([O:33][CH2:34][CH3:35])=[O:32])[N:14]=2)[CH:16]=[CH:17][C:18]=1[O:23][CH:24]([CH3:26])[CH3:25])#[N:21]. (5) Given the reactants [C:1]([O:5][C:6]([NH:8][C@@H:9]1[C@H:14]([NH:15][C:16]2[N:21]=[C:20]([C:22]3[S:26][N:25]=[C:24]([CH:27]=[CH2:28])[CH:23]=3)[C:19]3[C:29](=[O:39])[N:30]([C:32]([O:34][C:35]([CH3:38])([CH3:37])[CH3:36])=[O:33])[CH2:31][C:18]=3[C:17]=2[F:40])[CH2:13][CH2:12][O:11][CH2:10]1)=[O:7])([CH3:4])([CH3:3])[CH3:2], predict the reaction product. The product is: [C:1]([O:5][C:6]([NH:8][C@@H:9]1[C@H:14]([NH:15][C:16]2[N:21]=[C:20]([C:22]3[S:26][N:25]=[C:24]([CH2:27][CH3:28])[CH:23]=3)[C:19]3[C:29](=[O:39])[N:30]([C:32]([O:34][C:35]([CH3:38])([CH3:37])[CH3:36])=[O:33])[CH2:31][C:18]=3[C:17]=2[F:40])[CH2:13][CH2:12][O:11][CH2:10]1)=[O:7])([CH3:3])([CH3:2])[CH3:4]. (6) Given the reactants Cl[C:2]1[C:11]2[C:6](=[CH:7][C:8]([O:14][CH2:15][CH2:16][CH2:17][N:18]3[CH2:23][CH2:22][O:21][CH2:20][CH2:19]3)=[C:9]([O:12][CH3:13])[CH:10]=2)[N:5]=[CH:4][N:3]=1.[Cl:24][C:25]1[CH:33]=[C:32]([C:34]#[C:35][CH2:36][CH:37]([O:39][CH3:40])[CH3:38])[C:28]2[O:29][CH2:30][O:31][C:27]=2[C:26]=1[NH2:41].C[Si]([N-][Si](C)(C)C)(C)C.[Na+], predict the reaction product. The product is: [Cl:24][C:25]1[CH:33]=[C:32]([C:34]#[C:35][CH2:36][CH:37]([O:39][CH3:40])[CH3:38])[C:28]2[O:29][CH2:30][O:31][C:27]=2[C:26]=1[NH:41][C:2]1[C:11]2[C:6](=[CH:7][C:8]([O:14][CH2:15][CH2:16][CH2:17][N:18]3[CH2:23][CH2:22][O:21][CH2:20][CH2:19]3)=[C:9]([O:12][CH3:13])[CH:10]=2)[N:5]=[CH:4][N:3]=1. (7) Given the reactants [Cl:1][C:2]1[CH:13]=[CH:12][C:5]([C:6](N(OC)C)=[O:7])=[C:4]([F:14])[CH:3]=1.[CH3:15]COCC.C[Mg+].[Br-], predict the reaction product. The product is: [Cl:1][C:2]1[CH:13]=[CH:12][C:5]([C:6](=[O:7])[CH3:15])=[C:4]([F:14])[CH:3]=1.